From a dataset of Catalyst prediction with 721,799 reactions and 888 catalyst types from USPTO. Predict which catalyst facilitates the given reaction. Reactant: S(OS([O-])=O)([O-])=O.[Na+].[Na+].[CH2:10]([N:12]1[C:24]2[CH:23]=[CH:22][C:21]([CH:25]=O)=[CH:20][C:19]=2[C:18]2[C:13]1=[CH:14][CH:15]=[CH:16][CH:17]=2)[CH3:11].[NH2:27][C:28]1[CH:29]=[C:30]([CH:35]=[CH:36][C:37]=1[NH2:38])[C:31]([O:33][CH3:34])=[O:32].C(=O)([O-])O.[Na+]. Product: [CH2:10]([N:12]1[C:24]2[CH:23]=[CH:22][C:21]([C:25]3[NH:38][C:37]4[CH:36]=[CH:35][C:30]([C:31]([O:33][CH3:34])=[O:32])=[CH:29][C:28]=4[N:27]=3)=[CH:20][C:19]=2[C:18]2[C:13]1=[CH:14][CH:15]=[CH:16][CH:17]=2)[CH3:11]. The catalyst class is: 90.